Dataset: Forward reaction prediction with 1.9M reactions from USPTO patents (1976-2016). Task: Predict the product of the given reaction. (1) Given the reactants [OH-].[Li+].[C:3]([O:7][CH:8]([C:14]1[C:18]([C:19]2[CH:20]=[CH:21][C:22]3[O:27][CH2:26][CH2:25][CH2:24][C:23]=3[CH:28]=2)=[C:17]([C:29]2[CH:34]=[CH:33][N:32]=[C:31]([F:35])[CH:30]=2)[S:16][C:15]=1[CH3:36])[C:9]([O:11]CC)=[O:10])([CH3:6])([CH3:5])[CH3:4], predict the reaction product. The product is: [C:3]([O:7][CH:8]([C:14]1[C:18]([C:19]2[CH:20]=[CH:21][C:22]3[O:27][CH2:26][CH2:25][CH2:24][C:23]=3[CH:28]=2)=[C:17]([C:29]2[CH:34]=[CH:33][N:32]=[C:31]([F:35])[CH:30]=2)[S:16][C:15]=1[CH3:36])[C:9]([OH:11])=[O:10])([CH3:6])([CH3:5])[CH3:4]. (2) Given the reactants [CH3:1][C:2]1[CH:3]=[C:4]([CH2:20][C:21]([O:23][C:24]([CH3:27])([CH3:26])[CH3:25])=[O:22])[CH:5]=[N:6][C:7]=1[O:8][CH2:9][CH2:10][C@@H:11]1[CH2:13][C@@H:12]1[CH:14]1[CH2:19][CH2:18][NH:17][CH2:16][CH2:15]1.C([O-])([O-])=O.[K+].[K+].[N:34]#[C:35]Br, predict the reaction product. The product is: [C:35]([N:17]1[CH2:16][CH2:15][CH:14]([C@H:12]2[CH2:13][C@H:11]2[CH2:10][CH2:9][O:8][C:7]2[N:6]=[CH:5][C:4]([CH2:20][C:21]([O:23][C:24]([CH3:27])([CH3:26])[CH3:25])=[O:22])=[CH:3][C:2]=2[CH3:1])[CH2:19][CH2:18]1)#[N:34]. (3) Given the reactants [F:1][C:2]1[C:3]([OH:22])=[C:4]([CH:20]=[O:21])[C:5]2[CH:6]=[CH:7][N:8]([S:11]([C:14]3[CH:19]=[CH:18][CH:17]=[CH:16][CH:15]=3)(=[O:13])=[O:12])[C:9]=2[CH:10]=1.[CH3:23][Mg+].[Br-], predict the reaction product. The product is: [F:1][C:2]1[CH:10]=[C:9]2[C:5]([CH:6]=[CH:7][N:8]2[S:11]([C:14]2[CH:19]=[CH:18][CH:17]=[CH:16][CH:15]=2)(=[O:13])=[O:12])=[C:4]([CH:20]([OH:21])[CH3:23])[C:3]=1[OH:22]. (4) Given the reactants C(N(C(C)C)CC)(C)C.[CH3:10][O:11][C:12]1[C:13]([O:33][CH3:34])=[CH:14][C:15]2[N:20]=[C:19]([C:21]3[C:30]4[C:25](=[CH:26][CH:27]=[CH:28][CH:29]=4)[CH:24]=[CH:23][CH:22]=3)[O:18][C:17](=[O:31])[C:16]=2[CH:32]=1.[CH:35]1([CH2:41][NH2:42])[CH2:40][CH2:39][CH2:38][CH2:37][CH2:36]1, predict the reaction product. The product is: [CH:35]1([CH2:41][NH:42][C:17]([C:16]2[CH:32]=[C:12]([O:11][CH3:10])[C:13]([O:33][CH3:34])=[CH:14][C:15]=2[NH:20][C:19]([C:21]2[C:30]3[C:25](=[CH:26][CH:27]=[CH:28][CH:29]=3)[CH:24]=[CH:23][CH:22]=2)=[O:18])=[O:31])[CH2:40][CH2:39][CH2:38][CH2:37][CH2:36]1. (5) Given the reactants [F:1][C:2]([F:29])([F:28])[CH2:3][CH2:4][CH:5]([C:17]1[CH:27]=[CH:26][C:20]([C:21]([O:23]CC)=[O:22])=[CH:19][CH:18]=1)[NH:6][C:7]1[CH:8]=[N:9][C:10]2[C:15]([CH:16]=1)=[CH:14][CH:13]=[CH:12][CH:11]=2.[OH-].[Na+], predict the reaction product. The product is: [F:29][C:2]([F:1])([F:28])[CH2:3][CH2:4][CH:5]([C:17]1[CH:18]=[CH:19][C:20]([C:21]([OH:23])=[O:22])=[CH:26][CH:27]=1)[NH:6][C:7]1[CH:8]=[N:9][C:10]2[C:15]([CH:16]=1)=[CH:14][CH:13]=[CH:12][CH:11]=2. (6) Given the reactants [CH3:1][O:2][C:3]1[CH:75]=[C:74]([O:76][CH3:77])[CH:73]=[C:72]([O:78][CH3:79])[C:4]=1/[CH:5]=[CH:6]/[CH:7]([S:31]([CH:34](/[CH:58]=[CH:59]/[C:60]1[C:65]([O:66][CH3:67])=[CH:64][C:63]([O:68][CH3:69])=[CH:62][C:61]=1[O:70][CH3:71])[C:35]1[CH:40]=[CH:39][C:38]([O:41][CH3:42])=[C:37]([NH:43][C:44](=[O:57])[C:45]2[CH:50]=[C:49]([N+:51]([O-])=O)[CH:48]=[C:47]([N+:54]([O-])=O)[CH:46]=2)[CH:36]=1)(=[O:33])=[O:32])[C:8]1[CH:13]=[CH:12][C:11]([O:14][CH3:15])=[C:10]([NH:16][C:17](=[O:30])[C:18]2[CH:23]=[C:22]([N+:24]([O-])=O)[CH:21]=[C:20]([N+:27]([O-])=O)[CH:19]=2)[CH:9]=1.S(S([O-])=O)([O-])=O.[Na+].[Na+].O, predict the reaction product. The product is: [CH3:79][O:78][C:72]1[CH:73]=[C:74]([O:76][CH3:77])[CH:75]=[C:3]([O:2][CH3:1])[C:4]=1/[CH:5]=[CH:6]/[CH:7]([S:31]([CH:34](/[CH:58]=[CH:59]/[C:60]1[C:61]([O:70][CH3:71])=[CH:62][C:63]([O:68][CH3:69])=[CH:64][C:65]=1[O:66][CH3:67])[C:35]1[CH:40]=[CH:39][C:38]([O:41][CH3:42])=[C:37]([NH:43][C:44](=[O:57])[C:45]2[CH:50]=[C:49]([NH2:51])[CH:48]=[C:47]([NH2:54])[CH:46]=2)[CH:36]=1)(=[O:32])=[O:33])[C:8]1[CH:13]=[CH:12][C:11]([O:14][CH3:15])=[C:10]([NH:16][C:17](=[O:30])[C:18]2[CH:19]=[C:20]([NH2:27])[CH:21]=[C:22]([NH2:24])[CH:23]=2)[CH:9]=1. (7) Given the reactants C1(S([N:10]2[CH:14]=[CH:13][C:12]([C:15]([F:18])([F:17])[F:16])=[C:11]2[C:19]([O:21][CH3:22])=[O:20])(=O)=O)C=CC=CC=1.C[O-].[Na+].Cl, predict the reaction product. The product is: [F:18][C:15]([F:16])([F:17])[C:12]1[CH:13]=[CH:14][NH:10][C:11]=1[C:19]([O:21][CH3:22])=[O:20].